This data is from CYP1A2 inhibition data for predicting drug metabolism from PubChem BioAssay. The task is: Regression/Classification. Given a drug SMILES string, predict its absorption, distribution, metabolism, or excretion properties. Task type varies by dataset: regression for continuous measurements (e.g., permeability, clearance, half-life) or binary classification for categorical outcomes (e.g., BBB penetration, CYP inhibition). Dataset: cyp1a2_veith. The result is 1 (inhibitor). The drug is CCOC(=O)Cc1csc(NC(=O)c2ccc(Cl)nc2)n1.